From a dataset of Full USPTO retrosynthesis dataset with 1.9M reactions from patents (1976-2016). Predict the reactants needed to synthesize the given product. Given the product [CH3:26][O:25][C:23]([O:11][C@H:10]1[CH2:9][CH2:8][C@H:7]2[C@H:6]3[C@H:5]([CH2:4][CH2:3][C@:2]12[CH3:1])[C@:20]1([CH3:21])[C:14](=[CH:15][C:16](=[O:17])[CH2:18][CH2:19]1)[CH2:13][CH2:12]3)=[O:24], predict the reactants needed to synthesize it. The reactants are: [CH3:1][C@@:2]12[C@@H:10]([OH:11])[CH2:9][CH2:8][C@H:7]1[C@@H:6]1[CH2:12][CH2:13][C:14]3[C@@:20]([CH3:21])([C@H:5]1[CH2:4][CH2:3]2)[CH2:19][CH2:18][C:16](=[O:17])[CH:15]=3.Cl[C:23]([O:25][CH3:26])=[O:24].